From a dataset of Choline transporter screen with 302,306 compounds. Binary Classification. Given a drug SMILES string, predict its activity (active/inactive) in a high-throughput screening assay against a specified biological target. The drug is Clc1c(C(=O)NCCOCC(F)(F)C(F)F)cc(F)c(F)c1. The result is 0 (inactive).